This data is from NCI-60 drug combinations with 297,098 pairs across 59 cell lines. The task is: Regression. Given two drug SMILES strings and cell line genomic features, predict the synergy score measuring deviation from expected non-interaction effect. (1) Drug 1: C1=CC(=CC=C1CCC2=CNC3=C2C(=O)NC(=N3)N)C(=O)NC(CCC(=O)O)C(=O)O. Drug 2: CN1C(=O)N2C=NC(=C2N=N1)C(=O)N. Cell line: A498. Synergy scores: CSS=17.2, Synergy_ZIP=0.418, Synergy_Bliss=-1.52, Synergy_Loewe=-17.7, Synergy_HSA=-3.31. (2) Drug 2: COCCOC1=C(C=C2C(=C1)C(=NC=N2)NC3=CC=CC(=C3)C#C)OCCOC.Cl. Synergy scores: CSS=-13.3, Synergy_ZIP=6.54, Synergy_Bliss=-2.57, Synergy_Loewe=-17.0, Synergy_HSA=-15.9. Drug 1: C1CC(=O)NC(=O)C1N2C(=O)C3=CC=CC=C3C2=O. Cell line: HL-60(TB). (3) Drug 1: C1=NC2=C(N=C(N=C2N1C3C(C(C(O3)CO)O)O)F)N. Drug 2: CCN(CC)CCNC(=O)C1=C(NC(=C1C)C=C2C3=C(C=CC(=C3)F)NC2=O)C. Cell line: SNB-75. Synergy scores: CSS=-0.355, Synergy_ZIP=1.42, Synergy_Bliss=1.57, Synergy_Loewe=-1.73, Synergy_HSA=-1.50. (4) Drug 1: COC1=NC(=NC2=C1N=CN2C3C(C(C(O3)CO)O)O)N. Drug 2: C(CC(=O)O)C(=O)CN.Cl. Cell line: DU-145. Synergy scores: CSS=23.2, Synergy_ZIP=-2.01, Synergy_Bliss=-1.87, Synergy_Loewe=-7.44, Synergy_HSA=-7.82. (5) Drug 1: CC1=C(C=C(C=C1)NC2=NC=CC(=N2)N(C)C3=CC4=NN(C(=C4C=C3)C)C)S(=O)(=O)N.Cl. Drug 2: C1CCC(C1)C(CC#N)N2C=C(C=N2)C3=C4C=CNC4=NC=N3. Cell line: SW-620. Synergy scores: CSS=7.19, Synergy_ZIP=4.20, Synergy_Bliss=11.9, Synergy_Loewe=-2.79, Synergy_HSA=1.14. (6) Drug 1: CC1=C(C(CCC1)(C)C)C=CC(=CC=CC(=CC(=O)O)C)C. Drug 2: C#CCC(CC1=CN=C2C(=N1)C(=NC(=N2)N)N)C3=CC=C(C=C3)C(=O)NC(CCC(=O)O)C(=O)O. Cell line: UO-31. Synergy scores: CSS=40.2, Synergy_ZIP=4.61, Synergy_Bliss=-1.33, Synergy_Loewe=-26.8, Synergy_HSA=-2.07. (7) Drug 1: C1=NC2=C(N=C(N=C2N1C3C(C(C(O3)CO)O)F)Cl)N. Drug 2: CC1=C2C(C(=O)C3(C(CC4C(C3C(C(C2(C)C)(CC1OC(=O)C(C(C5=CC=CC=C5)NC(=O)OC(C)(C)C)O)O)OC(=O)C6=CC=CC=C6)(CO4)OC(=O)C)O)C)O. Cell line: RPMI-8226. Synergy scores: CSS=-4.88, Synergy_ZIP=2.31, Synergy_Bliss=0.659, Synergy_Loewe=-3.65, Synergy_HSA=-3.48.